The task is: Regression. Given two drug SMILES strings and cell line genomic features, predict the synergy score measuring deviation from expected non-interaction effect.. This data is from NCI-60 drug combinations with 297,098 pairs across 59 cell lines. (1) Drug 1: C1CC(=O)NC(=O)C1N2CC3=C(C2=O)C=CC=C3N. Drug 2: CC1=C2C(C(=O)C3(C(CC4C(C3C(C(C2(C)C)(CC1OC(=O)C(C(C5=CC=CC=C5)NC(=O)OC(C)(C)C)O)O)OC(=O)C6=CC=CC=C6)(CO4)OC(=O)C)O)C)O. Cell line: HCC-2998. Synergy scores: CSS=18.2, Synergy_ZIP=-1.43, Synergy_Bliss=-7.41, Synergy_Loewe=-50.5, Synergy_HSA=-7.85. (2) Drug 1: CCN(CC)CCNC(=O)C1=C(NC(=C1C)C=C2C3=C(C=CC(=C3)F)NC2=O)C. Drug 2: CCC1(C2=C(COC1=O)C(=O)N3CC4=CC5=C(C=CC(=C5CN(C)C)O)N=C4C3=C2)O.Cl. Cell line: SF-295. Synergy scores: CSS=48.1, Synergy_ZIP=-2.81, Synergy_Bliss=-6.01, Synergy_Loewe=-47.9, Synergy_HSA=-3.80. (3) Drug 1: C1C(C(OC1N2C=NC(=NC2=O)N)CO)O. Drug 2: C1CCC(C(C1)N)N.C(=O)(C(=O)[O-])[O-].[Pt+4]. Cell line: SK-MEL-2. Synergy scores: CSS=43.9, Synergy_ZIP=2.82, Synergy_Bliss=3.11, Synergy_Loewe=1.10, Synergy_HSA=4.84. (4) Drug 1: C1CCN(CC1)CCOC2=CC=C(C=C2)C(=O)C3=C(SC4=C3C=CC(=C4)O)C5=CC=C(C=C5)O. Drug 2: CS(=O)(=O)CCNCC1=CC=C(O1)C2=CC3=C(C=C2)N=CN=C3NC4=CC(=C(C=C4)OCC5=CC(=CC=C5)F)Cl. Cell line: UO-31. Synergy scores: CSS=11.3, Synergy_ZIP=-3.79, Synergy_Bliss=1.02, Synergy_Loewe=-0.221, Synergy_HSA=2.33. (5) Drug 1: C1=C(C(=O)NC(=O)N1)F. Drug 2: C(CC(=O)O)C(=O)CN.Cl. Cell line: IGROV1. Synergy scores: CSS=45.4, Synergy_ZIP=9.43, Synergy_Bliss=11.1, Synergy_Loewe=6.47, Synergy_HSA=12.7.